From a dataset of HIV replication inhibition screening data with 41,000+ compounds from the AIDS Antiviral Screen. Binary Classification. Given a drug SMILES string, predict its activity (active/inactive) in a high-throughput screening assay against a specified biological target. The molecule is COc1ccc(C=CC(=O)c2ccccc(=O)c2O)cc1. The result is 0 (inactive).